Dataset: Forward reaction prediction with 1.9M reactions from USPTO patents (1976-2016). Task: Predict the product of the given reaction. Given the reactants N1C=CC=CC=1C1C=CC=CN=1.CN(C=O)C.Cl[C:19]1[C:20]([C:28]([OH:30])=[O:29])=[N:21][C:22]([Cl:27])=[C:23]([Cl:26])[C:24]=1[Cl:25], predict the reaction product. The product is: [Cl:25][C:24]1[C:23]([Cl:26])=[C:22]([Cl:27])[N:21]=[C:20]([C:28]([OH:30])=[O:29])[CH:19]=1.